From a dataset of Forward reaction prediction with 1.9M reactions from USPTO patents (1976-2016). Predict the product of the given reaction. (1) Given the reactants Cl.Cl.Cl.[S:4]1[C:8]2[CH:9]=[C:10]([NH:13][C:14]3[C:15]4[CH:22]=[C:21]([C:23]5[CH2:24][CH2:25][NH:26][CH2:27][CH:28]=5)[NH:20][C:16]=4[N:17]=[CH:18][N:19]=3)[CH:11]=[CH:12][C:7]=2[N:6]=[CH:5]1.C(N(CC)C(C)C)(C)C.[CH3:38][S:39](O[S:39]([CH3:38])(=[O:41])=[O:40])(=[O:41])=[O:40], predict the reaction product. The product is: [S:4]1[C:8]2[CH:9]=[C:10]([NH:13][C:14]3[C:15]4[CH:22]=[C:21]([C:23]5[CH2:24][CH2:25][N:26]([S:39]([CH3:38])(=[O:41])=[O:40])[CH2:27][CH:28]=5)[NH:20][C:16]=4[N:17]=[CH:18][N:19]=3)[CH:11]=[CH:12][C:7]=2[N:6]=[CH:5]1. (2) The product is: [C:1]1([C:7]2[C:20]([C:21]3[CH:22]=[CH:23][C:24]([C:27]4([NH2:31])[CH2:30][CH2:29][CH2:28]4)=[CH:25][CH:26]=3)=[N:19][C:10]3[CH2:11][CH2:12][C:13]4[CH:14]=[N:15][CH:16]=[N:17][C:18]=4[C:9]=3[CH:8]=2)[CH:6]=[CH:5][CH:4]=[CH:3][CH:2]=1. Given the reactants [C:1]1([C:7]2[C:20]([C:21]3[CH:26]=[CH:25][C:24]([C:27]4([NH:31]C(=O)OC(C)(C)C)[CH2:30][CH2:29][CH2:28]4)=[CH:23][CH:22]=3)=[N:19][C:10]3[CH2:11][CH2:12][C:13]4[CH:14]=[N:15][CH:16]=[N:17][C:18]=4[C:9]=3[CH:8]=2)[CH:6]=[CH:5][CH:4]=[CH:3][CH:2]=1, predict the reaction product. (3) Given the reactants [Cl:1][CH2:2][CH2:3][CH2:4][CH2:5][CH2:6][C:7]1[C:8](=[O:14])O[C:10](=[O:13])[C:11]=1[CH3:12].[NH2:15][C:16]1[CH:23]=[CH:22][C:19]([C:20]#[N:21])=[C:18]([C:24]([F:27])([F:26])[F:25])[CH:17]=1, predict the reaction product. The product is: [Cl:1][CH2:2][CH2:3][CH2:4][CH2:5][CH2:6][C:7]1[C:8](=[O:14])[N:15]([C:16]2[CH:23]=[CH:22][C:19]([C:20]#[N:21])=[C:18]([C:24]([F:25])([F:26])[F:27])[CH:17]=2)[C:10](=[O:13])[C:11]=1[CH3:12]. (4) Given the reactants [CH3:1][C:2]1[N:3]=[N:4][NH:5][N:6]=1.C([O-])([O-])=O.[K+].[K+].[Br:13][C:14]1[CH:19]=[CH:18][C:17]([C:20]([F:23])([F:22])[F:21])=[CH:16][C:15]=1[CH2:24]Br.CCCC(C)C, predict the reaction product. The product is: [Br:13][C:14]1[CH:19]=[CH:18][C:17]([C:20]([F:21])([F:22])[F:23])=[CH:16][C:15]=1[CH2:24][N:4]1[N:5]=[N:6][C:2]([CH3:1])=[N:3]1.